This data is from NCI-60 drug combinations with 297,098 pairs across 59 cell lines. The task is: Regression. Given two drug SMILES strings and cell line genomic features, predict the synergy score measuring deviation from expected non-interaction effect. (1) Drug 1: C1=C(C(=O)NC(=O)N1)F. Drug 2: CCC1=C2CN3C(=CC4=C(C3=O)COC(=O)C4(CC)O)C2=NC5=C1C=C(C=C5)O. Cell line: MCF7. Synergy scores: CSS=35.5, Synergy_ZIP=-3.66, Synergy_Bliss=-1.41, Synergy_Loewe=3.05, Synergy_HSA=5.36. (2) Drug 1: CN1CCC(CC1)COC2=C(C=C3C(=C2)N=CN=C3NC4=C(C=C(C=C4)Br)F)OC. Drug 2: CNC(=O)C1=CC=CC=C1SC2=CC3=C(C=C2)C(=NN3)C=CC4=CC=CC=N4. Cell line: M14. Synergy scores: CSS=-5.92, Synergy_ZIP=4.23, Synergy_Bliss=2.94, Synergy_Loewe=-0.844, Synergy_HSA=-1.93. (3) Drug 1: CC(C)(C#N)C1=CC(=CC(=C1)CN2C=NC=N2)C(C)(C)C#N. Drug 2: CC1=C(C=C(C=C1)C(=O)NC2=CC(=CC(=C2)C(F)(F)F)N3C=C(N=C3)C)NC4=NC=CC(=N4)C5=CN=CC=C5. Cell line: NCI-H522. Synergy scores: CSS=-3.90, Synergy_ZIP=1.72, Synergy_Bliss=-1.77, Synergy_Loewe=-6.21, Synergy_HSA=-6.69. (4) Drug 1: CC1C(C(CC(O1)OC2CC(CC3=C2C(=C4C(=C3O)C(=O)C5=C(C4=O)C(=CC=C5)OC)O)(C(=O)CO)O)N)O.Cl. Drug 2: C1C(C(OC1N2C=NC(=NC2=O)N)CO)O. Cell line: A498. Synergy scores: CSS=-2.67, Synergy_ZIP=6.30, Synergy_Bliss=2.53, Synergy_Loewe=-5.25, Synergy_HSA=-8.88. (5) Drug 1: C1=CN(C(=O)N=C1N)C2C(C(C(O2)CO)O)O.Cl. Drug 2: CC(C)(C#N)C1=CC(=CC(=C1)CN2C=NC=N2)C(C)(C)C#N. Cell line: HOP-92. Synergy scores: CSS=33.8, Synergy_ZIP=-5.05, Synergy_Bliss=-2.47, Synergy_Loewe=-4.17, Synergy_HSA=-1.79. (6) Drug 1: C1=CN(C=N1)CC(O)(P(=O)(O)O)P(=O)(O)O. Drug 2: C1C(C(OC1N2C=NC3=C2NC=NCC3O)CO)O. Cell line: A549. Synergy scores: CSS=3.40, Synergy_ZIP=-0.714, Synergy_Bliss=-0.992, Synergy_Loewe=0.912, Synergy_HSA=-0.437. (7) Drug 1: C1=CC(=CC=C1CCC2=CNC3=C2C(=O)NC(=N3)N)C(=O)NC(CCC(=O)O)C(=O)O. Drug 2: CC1=C(N=C(N=C1N)C(CC(=O)N)NCC(C(=O)N)N)C(=O)NC(C(C2=CN=CN2)OC3C(C(C(C(O3)CO)O)O)OC4C(C(C(C(O4)CO)O)OC(=O)N)O)C(=O)NC(C)C(C(C)C(=O)NC(C(C)O)C(=O)NCCC5=NC(=CS5)C6=NC(=CS6)C(=O)NCCC[S+](C)C)O. Cell line: SN12C. Synergy scores: CSS=14.1, Synergy_ZIP=-9.22, Synergy_Bliss=-6.96, Synergy_Loewe=-5.08, Synergy_HSA=-4.60. (8) Drug 1: CC1OCC2C(O1)C(C(C(O2)OC3C4COC(=O)C4C(C5=CC6=C(C=C35)OCO6)C7=CC(=C(C(=C7)OC)O)OC)O)O. Drug 2: C(CN)CNCCSP(=O)(O)O. Cell line: SN12C. Synergy scores: CSS=28.5, Synergy_ZIP=-8.64, Synergy_Bliss=-2.20, Synergy_Loewe=-42.7, Synergy_HSA=-4.51. (9) Drug 1: C1CCC(C(C1)N)N.C(=O)(C(=O)[O-])[O-].[Pt+4]. Drug 2: CC1C(C(CC(O1)OC2CC(CC3=C2C(=C4C(=C3O)C(=O)C5=CC=CC=C5C4=O)O)(C(=O)C)O)N)O. Cell line: HT29. Synergy scores: CSS=46.5, Synergy_ZIP=-7.57, Synergy_Bliss=-8.41, Synergy_Loewe=-6.31, Synergy_HSA=-4.96. (10) Drug 1: CC1C(C(=O)NC(C(=O)N2CCCC2C(=O)N(CC(=O)N(C(C(=O)O1)C(C)C)C)C)C(C)C)NC(=O)C3=C4C(=C(C=C3)C)OC5=C(C(=O)C(=C(C5=N4)C(=O)NC6C(OC(=O)C(N(C(=O)CN(C(=O)C7CCCN7C(=O)C(NC6=O)C(C)C)C)C)C(C)C)C)N)C. Drug 2: COC1=NC(=NC2=C1N=CN2C3C(C(C(O3)CO)O)O)N. Cell line: LOX IMVI. Synergy scores: CSS=1.53, Synergy_ZIP=2.24, Synergy_Bliss=3.84, Synergy_Loewe=2.77, Synergy_HSA=1.11.